Dataset: Forward reaction prediction with 1.9M reactions from USPTO patents (1976-2016). Task: Predict the product of the given reaction. (1) Given the reactants [F:1][C:2]1[CH:33]=[CH:32][C:5]([CH2:6][N:7]2[C:15]3[CH:14]=[CH:13][CH:12]=[CH:11][C:10]=3[C:9]3[CH2:16][CH:17]4[C:22](=[O:23])[N:21]([CH2:24][CH2:25][CH2:26][C:27]([O:29]C)=[O:28])[C:20](=[O:31])[N:18]4[CH2:19][C:8]2=3)=[CH:4][CH:3]=1.O[Li].O, predict the reaction product. The product is: [F:1][C:2]1[CH:33]=[CH:32][C:5]([CH2:6][N:7]2[C:15]3[CH:14]=[CH:13][CH:12]=[CH:11][C:10]=3[C:9]3[CH2:16][CH:17]4[C:22](=[O:23])[N:21]([CH2:24][CH2:25][CH2:26][C:27]([OH:29])=[O:28])[C:20](=[O:31])[N:18]4[CH2:19][C:8]2=3)=[CH:4][CH:3]=1. (2) Given the reactants CCN(C(C)C)C(C)C.[OH:10][C:11]1[CH:12]=[CH:13][CH:14]=[C:15]2[C:20]=1[O:19][C:18](=[O:21])[C:17]([C:22]([OH:24])=O)=[CH:16]2.CN(C(ON1N=NC2C=CC=NC1=2)=[N+](C)C)C.F[P-](F)(F)(F)(F)F.[CH3:49][O:50][C:51]1[CH:52]=[C:53]([C:59]2[CH:64]=[CH:63][CH:62]=[C:61]([NH2:65])[CH:60]=2)[CH:54]=[CH:55][C:56]=1[O:57][CH3:58], predict the reaction product. The product is: [CH3:49][O:50][C:51]1[CH:52]=[C:53]([C:59]2[CH:64]=[CH:63][CH:62]=[C:61]([NH:65][C:22]([C:17]3[C:18](=[O:21])[O:19][C:20]4[C:15]([CH:16]=3)=[CH:14][CH:13]=[CH:12][C:11]=4[OH:10])=[O:24])[CH:60]=2)[CH:54]=[CH:55][C:56]=1[O:57][CH3:58]. (3) Given the reactants [S:1]1[CH:5]=[CH:4][C:3]([C:6]2[CH2:11][CH2:10][CH2:9][CH2:8][CH:7]=2)=[CH:2]1.[C:12]1([OH:18])[CH:17]=[CH:16][CH:15]=[CH:14][CH:13]=1.B(F)(F)F.C(Cl)Cl, predict the reaction product. The product is: [OH:18][C:12]1[CH:17]=[CH:16][C:15]([SH:1]2[CH:5]=[CH:4][C:3]([CH:6]3[CH2:11][CH2:10][CH2:9][CH2:8][CH2:7]3)=[CH:2]2)=[CH:14][CH:13]=1. (4) Given the reactants [C:1]([O:5][C:6]([N:8]1[C:12]2([CH2:17][CH2:16][CH2:15][N:14](CC3C=CC=CC=3)[C:13]2=O)[CH2:11][CH2:10][CH2:9]1)=[O:7])([CH3:4])([CH3:3])[CH3:2], predict the reaction product. The product is: [C:1]([O:5][C:6]([N:8]1[C:12]2([CH2:17][CH2:16][CH2:15][NH:14][CH2:13]2)[CH2:11][CH2:10][CH2:9]1)=[O:7])([CH3:4])([CH3:2])[CH3:3].